This data is from Full USPTO retrosynthesis dataset with 1.9M reactions from patents (1976-2016). The task is: Predict the reactants needed to synthesize the given product. The reactants are: Br[C:2]1[CH:6]=[C:5]([C:7]([NH:9][C:10]2[CH:15]=[CH:14][C:13]([F:16])=[C:12]([Cl:17])[CH:11]=2)=[O:8])[O:4][N:3]=1.[NH:18]1[CH2:23][CH2:22][O:21][CH2:20][CH2:19]1. Given the product [Cl:17][C:12]1[CH:11]=[C:10]([NH:9][C:7]([C:5]2[O:4][N:3]=[C:2]([N:18]3[CH2:23][CH2:22][O:21][CH2:20][CH2:19]3)[CH:6]=2)=[O:8])[CH:15]=[CH:14][C:13]=1[F:16], predict the reactants needed to synthesize it.